This data is from Experimentally validated miRNA-target interactions with 360,000+ pairs, plus equal number of negative samples. The task is: Binary Classification. Given a miRNA mature sequence and a target amino acid sequence, predict their likelihood of interaction. (1) The miRNA is hsa-miR-4485-3p with sequence UAACGGCCGCGGUACCCUAA. The protein sequence of the target gene is MSCVPWKGDKAKSESLELPQAAPPQIYHEKQRRELCALHALNNVFQDSNAFTRDTLQEIFQRLSPNTMVTPHKKSMLGNGNYDVNVIMAALQTKGYEAVWWDKRRDVGVIALTNVMGFIMNLPSSLCWGPLKLPLKRQHWICVREVGGAYYNLDSKLKMPEWIGGESELRKFLKHHLRGKNCELLLVVPEEVEAHQSWRTDV. Result: 0 (no interaction). (2) The miRNA is hsa-miR-4705 with sequence UCAAUCACUUGGUAAUUGCUGU. The protein sequence of the target gene is MAEETQHNKLAAAKKKLKEYWQKNSPRVPAGANRNRKTNGSIPEKATSGGCQPPRDSATGFHREGPTSSATLKDLESPCQERAVVLDSRSVEISQLKNTIKSLKQQKKQVEHQLEEEKKANNKKQKAKRVLEVQIQTLNIQKEELNTDLYHMKRSLRYFEEKSKDLAVRLQHSLQRKGELESVLSNVMATQKKKANQLSSRSKARTEWKLEQSMREEALLKVQLTQFKESFQQVQLERDEYSEHLKGERARWQQRMRKMSQEICTLKKEKQQDMRRVEKLERSLSKLKNQMAEPLPPEPP.... Result: 1 (interaction). (3) The miRNA is hsa-miR-30a-5p with sequence UGUAAACAUCCUCGACUGGAAG. The protein sequence of the target gene is MAPDPVPTPGPASAQLRQTRYFTWEEVAQRSGREKERWLVIDRKVYNISDFSRRHPGGSRVISHYAGQDATDPFVAFHINKGLVRKYMNSLLIGELAPEQPSFEPTKNKALTDEFRELRATVERMGLMKANHLFFLVYLLHILLLDVAAWLTLWIFGTSLVPFILCAVLLSTVQAQAGWLQHDFGHLSVFGTSTWNHLLHHFVIGHLKGAPASWWNHMHFQHHAKPNCFRKDPDINMHPLFFALGKVLPVELGREKKKHMPYNHQHKYFFLIGPPALLPLYFQWYIFYFVVQRKKWVDLA.... Result: 0 (no interaction). (4) The miRNA is hsa-miR-5006-3p with sequence UUUCCCUUUCCAUCCUGGCAG. The protein sequence of the target gene is MAKYVSLTEANEELKVLMDENQTSRPVAVHTSTVNPLGKQLLPKTFGQSSVNIDQQVVIGMPQRPAASNIPVVGSPNPPSTHFASQNQHSYSSPPWAGQHNRKGEKNGMGLCRLSMKVWETVQRKGTTSCQEVVGELVAKFRAASNHASPNESAYDVKNIKRRTYDALNVLMAMNIISREKKKIKWIGLTTNSAQNCQNLRVERQKRLERIKQKQSELQQLILQQIAFKNLVLRNQYVEEQVSQRPLPNSVIHVPFIIISSSKKTVINCSISDDKSEYLFKFNSSFEIHDDTEVLMWMGM.... Result: 1 (interaction).